From a dataset of Full USPTO retrosynthesis dataset with 1.9M reactions from patents (1976-2016). Predict the reactants needed to synthesize the given product. (1) Given the product [OH:16][CH2:9][C:10]1[CH:11]=[N:12][CH:13]=[CH:14][C:15]=1[CH:7]([C:1]1[CH:2]=[CH:3][CH:4]=[CH:5][CH:6]=1)[OH:8], predict the reactants needed to synthesize it. The reactants are: [C:1]1([CH:7]2[C:15]3[CH:14]=[CH:13][N:12]=[CH:11][C:10]=3[CH:9]([OH:16])[O:8]2)[CH:6]=[CH:5][CH:4]=[CH:3][CH:2]=1.[BH4-].[Na+]. (2) Given the product [CH3:29][NH:30][CH2:2][C:3]([N:5]1[CH2:10][CH2:9][N:8]([S:11]([C:14]2[CH:23]=[CH:22][C:21]3[C:16](=[CH:17][CH:18]=[CH:19][CH:20]=3)[CH:15]=2)(=[O:13])=[O:12])[CH2:7][CH2:6]1)=[O:4], predict the reactants needed to synthesize it. The reactants are: Cl[CH2:2][C:3]([N:5]1[CH2:10][CH2:9][N:8]([S:11]([C:14]2[CH:23]=[CH:22][C:21]3[C:16](=[CH:17][CH:18]=[CH:19][CH:20]=3)[CH:15]=2)(=[O:13])=[O:12])[CH2:7][CH2:6]1)=[O:4].C1COCC1.[CH3:29][NH2:30].